This data is from Full USPTO retrosynthesis dataset with 1.9M reactions from patents (1976-2016). The task is: Predict the reactants needed to synthesize the given product. (1) Given the product [NH2:12][C:4]1[CH2:9][O:8][CH:7]([CH3:10])[C:6](=[O:11])[CH:5]=1, predict the reactants needed to synthesize it. The reactants are: C(O[C:4]1[CH2:9][O:8][CH:7]([CH3:10])[C:6](=[O:11])[CH:5]=1)C.[NH3:12]. (2) Given the product [CH3:3][O:4][C:5](=[O:15])[C@H:6]([CH2:8][C:9]1[CH:14]=[CH:13][CH:12]=[CH:11][CH:10]=1)[NH:7][C:16]([O:17][C:9]([CH3:14])([CH3:10])[CH3:8])=[O:19], predict the reactants needed to synthesize it. The reactants are: O.Cl.[CH3:3][O:4][C:5](=[O:15])[C@H:6]([CH2:8][C:9]1[CH:14]=[CH:13][CH:12]=[CH:11][CH:10]=1)[NH2:7].[C:16](=[O:19])([O-])[O-:17].[Na+].[Na+]. (3) Given the product [Cl:1][C:2]1[CH:7]=[CH:6][C:5]([C:8]2[C:12]([C:13]3[CH:18]=[CH:17][N:16]=[CH:15][N:14]=3)=[C:11]([C@H:19]3[CH2:24][CH2:23][C@H:22]([OH:25])[CH2:21][CH2:20]3)[NH:10][N:9]=2)=[CH:4][CH:3]=1, predict the reactants needed to synthesize it. The reactants are: [Cl:1][C:2]1[CH:7]=[CH:6][C:5]([C:8]2[C:12]([C:13]3[CH:18]=[CH:17][N:16]=[CH:15][N:14]=3)=[C:11]([CH:19]3[CH2:24][CH2:23][C:22](=[O:25])[CH2:21][CH2:20]3)[N:10](COCC[Si](C)(C)C)[N:9]=2)=[CH:4][CH:3]=1.CCC(C)[BH-](C(C)CC)C(C)CC.[Na+]. (4) Given the product [Cl:1][C:2]1[CH:6]=[N:5][N:4]([CH3:7])[C:3]=1[C:8]1[CH:9]=[C:10]([NH:15][C:16]([NH:18][C:19]2[CH:24]=[CH:23][C:22]([F:25])=[CH:21][C:20]=2[F:26])=[O:17])[CH:11]=[CH:12][C:13]=1[O:14][CH2:49][CH2:48][N:47]([CH3:51])[CH3:46], predict the reactants needed to synthesize it. The reactants are: [Cl:1][C:2]1[CH:6]=[N:5][N:4]([CH3:7])[C:3]=1[C:8]1[CH:9]=[C:10]([NH:15][C:16]([NH:18][C:19]2[CH:24]=[CH:23][C:22]([F:25])=[CH:21][C:20]=2[F:26])=[O:17])[CH:11]=[CH:12][C:13]=1[OH:14].C1(P(C2C=CC=CC=2)C2C=CC=CC=2)C=CC=CC=1.[CH3:46][N:47]([CH3:51])[CH2:48][CH2:49]O.N(C(OC(C)C)=O)=NC(OC(C)C)=O.